From a dataset of Full USPTO retrosynthesis dataset with 1.9M reactions from patents (1976-2016). Predict the reactants needed to synthesize the given product. (1) Given the product [CH2:1]([O:8][C:9]1[C:14](=[O:15])[CH:13]=[C:12]([CH:16]([OH:21])[C:17]([F:20])([F:19])[F:18])[N:11]([CH3:22])[C:10]=1[CH2:23][Cl:27])[C:2]1[CH:7]=[CH:6][CH:5]=[CH:4][CH:3]=1, predict the reactants needed to synthesize it. The reactants are: [CH2:1]([O:8][C:9]1[C:14](=[O:15])[CH:13]=[C:12]([CH:16]([OH:21])[C:17]([F:20])([F:19])[F:18])[N:11]([CH3:22])[C:10]=1[CH2:23]O)[C:2]1[CH:7]=[CH:6][CH:5]=[CH:4][CH:3]=1.S(Cl)([Cl:27])=O. (2) Given the product [Si:1]([O:18][CH:19]1[CH2:22][N:21]([C:23]2[O:24][CH:25]=[C:26]([CH2:28][OH:29])[N:27]=2)[CH2:20]1)([C:14]([CH3:17])([CH3:16])[CH3:15])([C:2]1[CH:3]=[CH:4][CH:5]=[CH:6][CH:7]=1)[C:8]1[CH:13]=[CH:12][CH:11]=[CH:10][CH:9]=1, predict the reactants needed to synthesize it. The reactants are: [Si:1]([O:18][CH:19]1[CH2:22][N:21]([C:23]2[O:24][CH:25]=[C:26]([C:28](OC)=[O:29])[N:27]=2)[CH2:20]1)([C:14]([CH3:17])([CH3:16])[CH3:15])([C:8]1[CH:13]=[CH:12][CH:11]=[CH:10][CH:9]=1)[C:2]1[CH:7]=[CH:6][CH:5]=[CH:4][CH:3]=1.[H-].[Al+3].[Li+].[H-].[H-].[H-].O.O.O.O.O.O.O.O.O.O.S([O-])([O-])(=O)=O.[Mg+2].C(OCC)(=O)C. (3) The reactants are: C([O-])(=O)C.[Na+].[OH:6][C:7]1[CH:12]=[C:11]([C:13]([F:16])([F:15])[F:14])[N:10]=[CH:9][N:8]=1.[Br:17]Br. Given the product [Br:17][C:12]1[C:7]([OH:6])=[N:8][CH:9]=[N:10][C:11]=1[C:13]([F:16])([F:14])[F:15], predict the reactants needed to synthesize it. (4) Given the product [C:13]([C:15]1[C:20]2[N:21]=[C:22]([C:24]([N:26]([CH2:28][C:29]([N:31]([CH3:33])[CH3:32])=[O:30])[CH3:27])=[O:25])[O:23][C:19]=2[C:18]([N:9]2[CH2:10][CH2:11][C@H:7]([N:6]([CH3:12])[CH3:5])[CH2:8]2)=[C:17]([C:35]2[CH:36]=[CH:37][CH:38]=[CH:39][CH:40]=2)[C:16]=1[CH3:41])#[N:14], predict the reactants needed to synthesize it. The reactants are: CS(C)=O.[CH3:5][N:6]([CH3:12])[C@H:7]1[CH2:11][CH2:10][NH:9][CH2:8]1.[C:13]([C:15]1[C:20]2[N:21]=[C:22]([C:24]([N:26]([CH2:28][C:29]([N:31]([CH3:33])[CH3:32])=[O:30])[CH3:27])=[O:25])[O:23][C:19]=2[C:18](F)=[C:17]([C:35]2[CH:40]=[CH:39][CH:38]=[CH:37][CH:36]=2)[C:16]=1[CH3:41])#[N:14].C(N(CC)CC)C. (5) Given the product [CH2:15]([N:18]1[C:4](=[O:14])[C:5]2[C:10](=[CH:9][CH:8]=[C:7]([C:11]([OH:13])=[O:12])[CH:6]=2)[C:2]1=[O:3])[CH:16]=[CH2:17], predict the reactants needed to synthesize it. The reactants are: O=[C:2]1[C:10]2[C:5](=[CH:6][C:7]([C:11]([OH:13])=[O:12])=[CH:8][CH:9]=2)[C:4](=[O:14])[O:3]1.[CH2:15]([NH2:18])[CH:16]=[CH2:17].C1(C)C=CC=CC=1.Cl.